This data is from NCI-60 drug combinations with 297,098 pairs across 59 cell lines. The task is: Regression. Given two drug SMILES strings and cell line genomic features, predict the synergy score measuring deviation from expected non-interaction effect. (1) Drug 1: CC1=C(C=C(C=C1)NC2=NC=CC(=N2)N(C)C3=CC4=NN(C(=C4C=C3)C)C)S(=O)(=O)N.Cl. Drug 2: C1=CC(=CC=C1C#N)C(C2=CC=C(C=C2)C#N)N3C=NC=N3. Cell line: OVCAR3. Synergy scores: CSS=1.90, Synergy_ZIP=0.0172, Synergy_Bliss=2.86, Synergy_Loewe=4.20, Synergy_HSA=1.71. (2) Drug 1: C1C(C(OC1N2C=C(C(=O)NC2=O)F)CO)O. Drug 2: C(=O)(N)NO. Cell line: A498. Synergy scores: CSS=19.9, Synergy_ZIP=-2.25, Synergy_Bliss=-0.767, Synergy_Loewe=-27.3, Synergy_HSA=-0.762. (3) Drug 1: CS(=O)(=O)C1=CC(=C(C=C1)C(=O)NC2=CC(=C(C=C2)Cl)C3=CC=CC=N3)Cl. Drug 2: CC1=CC=C(C=C1)C2=CC(=NN2C3=CC=C(C=C3)S(=O)(=O)N)C(F)(F)F. Cell line: OVCAR-5. Synergy scores: CSS=15.4, Synergy_ZIP=-0.344, Synergy_Bliss=4.75, Synergy_Loewe=3.40, Synergy_HSA=3.69. (4) Drug 1: C1CC(=O)NC(=O)C1N2CC3=C(C2=O)C=CC=C3N. Drug 2: CC1CCC2CC(C(=CC=CC=CC(CC(C(=O)C(C(C(=CC(C(=O)CC(OC(=O)C3CCCCN3C(=O)C(=O)C1(O2)O)C(C)CC4CCC(C(C4)OC)OCCO)C)C)O)OC)C)C)C)OC. Cell line: NCI-H226. Synergy scores: CSS=15.4, Synergy_ZIP=0.581, Synergy_Bliss=0.787, Synergy_Loewe=0.322, Synergy_HSA=2.70. (5) Drug 1: CNC(=O)C1=NC=CC(=C1)OC2=CC=C(C=C2)NC(=O)NC3=CC(=C(C=C3)Cl)C(F)(F)F. Cell line: HOP-92. Drug 2: C1CC(=O)NC(=O)C1N2C(=O)C3=CC=CC=C3C2=O. Synergy scores: CSS=0.786, Synergy_ZIP=-1.59, Synergy_Bliss=-4.36, Synergy_Loewe=-6.60, Synergy_HSA=-6.60. (6) Drug 1: CNC(=O)C1=CC=CC=C1SC2=CC3=C(C=C2)C(=NN3)C=CC4=CC=CC=N4. Drug 2: CC1=C(C=C(C=C1)C(=O)NC2=CC(=CC(=C2)C(F)(F)F)N3C=C(N=C3)C)NC4=NC=CC(=N4)C5=CN=CC=C5. Cell line: HCT-15. Synergy scores: CSS=-4.19, Synergy_ZIP=1.38, Synergy_Bliss=0.120, Synergy_Loewe=-5.11, Synergy_HSA=-3.58. (7) Drug 1: CC1=C(C=C(C=C1)NC(=O)C2=CC=C(C=C2)CN3CCN(CC3)C)NC4=NC=CC(=N4)C5=CN=CC=C5. Drug 2: CN(CCCl)CCCl.Cl. Cell line: MCF7. Synergy scores: CSS=15.7, Synergy_ZIP=-7.60, Synergy_Bliss=-2.63, Synergy_Loewe=-6.01, Synergy_HSA=-2.41. (8) Drug 1: CCCS(=O)(=O)NC1=C(C(=C(C=C1)F)C(=O)C2=CNC3=C2C=C(C=N3)C4=CC=C(C=C4)Cl)F. Drug 2: CC1=C2C(C(=O)C3(C(CC4C(C3C(C(C2(C)C)(CC1OC(=O)C(C(C5=CC=CC=C5)NC(=O)OC(C)(C)C)O)O)OC(=O)C6=CC=CC=C6)(CO4)OC(=O)C)O)C)O. Cell line: 786-0. Synergy scores: CSS=50.5, Synergy_ZIP=9.56, Synergy_Bliss=11.1, Synergy_Loewe=-25.2, Synergy_HSA=11.8. (9) Drug 1: C1=NC2=C(N=C(N=C2N1C3C(C(C(O3)CO)O)F)Cl)N. Drug 2: CS(=O)(=O)CCNCC1=CC=C(O1)C2=CC3=C(C=C2)N=CN=C3NC4=CC(=C(C=C4)OCC5=CC(=CC=C5)F)Cl. Cell line: HOP-92. Synergy scores: CSS=23.7, Synergy_ZIP=-6.65, Synergy_Bliss=-6.43, Synergy_Loewe=-12.2, Synergy_HSA=-2.45. (10) Drug 1: C1=NC2=C(N=C(N=C2N1C3C(C(C(O3)CO)O)O)F)N. Drug 2: CN1C(=O)N2C=NC(=C2N=N1)C(=O)N. Cell line: SF-539. Synergy scores: CSS=-5.10, Synergy_ZIP=2.95, Synergy_Bliss=3.66, Synergy_Loewe=-0.0985, Synergy_HSA=-0.452.